From a dataset of Forward reaction prediction with 1.9M reactions from USPTO patents (1976-2016). Predict the product of the given reaction. (1) Given the reactants [CH:1]([N:4]1[CH:8]=[C:7]([C:9]2[N:14]=[C:13]([C:15]3[CH:16]=[N:17][NH:18][CH:19]=3)[N:12]3[CH:20]=[CH:21][N:22]=[C:11]3[CH:10]=2)[CH:6]=[N:5]1)([CH3:3])[CH3:2].[CH:23]1([CH:26]=[CH:27][C:28]#[N:29])[CH2:25][CH2:24]1.C(#N)C.C1CCN2C(=NCCC2)CC1, predict the reaction product. The product is: [CH:23]1([CH:26]([N:17]2[CH:16]=[C:15]([C:13]3[N:12]4[CH:20]=[CH:21][N:22]=[C:11]4[CH:10]=[C:9]([C:7]4[CH:6]=[N:5][N:4]([CH:1]([CH3:3])[CH3:2])[CH:8]=4)[N:14]=3)[CH:19]=[N:18]2)[CH2:27][C:28]#[N:29])[CH2:25][CH2:24]1. (2) Given the reactants [NH2:1][CH2:2][CH2:3][N:4]1[C:16]2[C:15]3[CH:14]=[CH:13][C:12]([C:17]4[CH:18]=[N:19][CH:20]=[CH:21][CH:22]=4)=[CH:11][C:10]=3[N:9]=[C:8]([NH2:23])[C:7]=2[N:6]=[C:5]1[CH2:24][O:25][CH2:26][CH3:27].C(N(CC)CC)C.[C:35](Cl)(=[O:39])[CH:36]([CH3:38])[CH3:37], predict the reaction product. The product is: [NH2:23][C:8]1[C:7]2[N:6]=[C:5]([CH2:24][O:25][CH2:26][CH3:27])[N:4]([CH2:3][CH2:2][NH:1][C:35](=[O:39])[CH:36]([CH3:38])[CH3:37])[C:16]=2[C:15]2[CH:14]=[CH:13][C:12]([C:17]3[CH:18]=[N:19][CH:20]=[CH:21][CH:22]=3)=[CH:11][C:10]=2[N:9]=1. (3) The product is: [F:18][C:15]1[CH:16]=[CH:17][C:12]([CH:8]([C:5]2[CH:4]=[CH:3][C:2]([F:1])=[CH:7][CH:6]=2)[C:9]([NH:19][CH2:20][CH2:21][CH2:22][N:23]2[CH2:24][CH2:25][CH:26]([C:29]3[CH:30]=[CH:31][C:32]([F:41])=[C:33]([NH:35][C:36](=[O:40])[CH2:37][CH2:38][CH3:39])[CH:34]=3)[CH2:27][CH2:28]2)=[O:11])=[CH:13][CH:14]=1. Given the reactants [F:1][C:2]1[CH:7]=[CH:6][C:5]([CH:8]([C:12]2[CH:17]=[CH:16][C:15]([F:18])=[CH:14][CH:13]=2)[C:9]([OH:11])=O)=[CH:4][CH:3]=1.[NH2:19][CH2:20][CH2:21][CH2:22][N:23]1[CH2:28][CH2:27][CH:26]([C:29]2[CH:30]=[CH:31][C:32]([F:41])=[C:33]([NH:35][C:36](=[O:40])[CH2:37][CH2:38][CH3:39])[CH:34]=2)[CH2:25][CH2:24]1, predict the reaction product. (4) The product is: [NH:42]1[C:43]2[C:39](=[CH:38][CH:37]=[C:36]([C:20]3[CH:21]=[C:22]4[C:17](=[CH:18][CH:19]=3)[N:16]=[CH:15][C:14]([N+:32]([O-:34])=[O:33])=[C:13]4[CH2:12][C:9]3[CH:10]=[CH:11][C:6]([C:2]([CH3:5])([CH3:1])[C:3]#[N:4])=[CH:7][CH:8]=3)[CH:44]=2)[CH:40]=[N:41]1. Given the reactants [CH3:1][C:2]([C:6]1[CH:11]=[CH:10][C:9]([CH2:12][C:13]2[C:22]3[C:17](=[CH:18][CH:19]=[C:20](B4OC(C)(C)C(C)(C)O4)[CH:21]=3)[N:16]=[CH:15][C:14]=2[N+:32]([O-:34])=[O:33])=[CH:8][CH:7]=1)([CH3:5])[C:3]#[N:4].Br[C:36]1[CH:44]=[C:43]2[C:39]([CH:40]=[N:41][NH:42]2)=[CH:38][CH:37]=1.C([O-])([O-])=O.[Na+].[Na+].N#N, predict the reaction product. (5) Given the reactants CN(C)C=O.[CH3:6][O:7][C:8]1[CH:17]=[C:16]2[C:11]([CH:12]=[CH:13][C:14](=[O:32])[N:15]2[CH2:18][CH2:19][CH2:20][C:21]2([C:27]([O:29][CH2:30][CH3:31])=[O:28])[CH2:26][CH2:25][NH:24][CH2:23][CH2:22]2)=[CH:10][CH:9]=1.C(=O)([O-])[O-].[K+].[K+].[C:39]1([S:45][CH2:46][CH2:47]Br)[CH:44]=[CH:43][CH:42]=[CH:41][CH:40]=1, predict the reaction product. The product is: [CH3:6][O:7][C:8]1[CH:17]=[C:16]2[C:11]([CH:12]=[CH:13][C:14](=[O:32])[N:15]2[CH2:18][CH2:19][CH2:20][C:21]2([C:27]([O:29][CH2:30][CH3:31])=[O:28])[CH2:26][CH2:25][N:24]([CH2:47][CH2:46][S:45][C:39]3[CH:44]=[CH:43][CH:42]=[CH:41][CH:40]=3)[CH2:23][CH2:22]2)=[CH:10][CH:9]=1. (6) Given the reactants [CH:1]([N:4]1[C:8]([C:9]2[N:10]=[C:11]3[C:17]4[CH:18]=[CH:19][C:20]([CH2:22][C:23]([O:25]C)=[O:24])=[CH:21][C:16]=4[O:15][CH2:14][CH2:13][N:12]3[CH:27]=2)=[N:7][CH:6]=[N:5]1)([CH3:3])[CH3:2].[OH-].[Li+].Cl.[CH3:31]O, predict the reaction product. The product is: [CH:1]([N:4]1[C:8]([C:9]2[N:10]=[C:11]3[C:17]4[CH:18]=[CH:19][C:20]([CH2:22][C:23]([OH:25])=[O:24])=[CH:21][C:16]=4[O:15][CH2:14][CH2:13][N:12]3[CH:27]=2)=[N:7][C:6]([CH3:31])=[N:5]1)([CH3:3])[CH3:2]. (7) Given the reactants [OH-:1].[Na+].[NH2:3]O.C[O:6][C:7]([C:9]1[CH:17]=[C:16]2[C:12]([CH:13]=[CH:14][N:15]2[CH2:18][C:19]2[CH:24]=[CH:23][C:22]([O:25][CH:26]([F:28])[F:27])=[CH:21][CH:20]=2)=[CH:11][CH:10]=1)=O, predict the reaction product. The product is: [OH:1][NH:3][C:7]([C:9]1[CH:17]=[C:16]2[C:12]([CH:13]=[CH:14][N:15]2[CH2:18][C:19]2[CH:24]=[CH:23][C:22]([O:25][CH:26]([F:28])[F:27])=[CH:21][CH:20]=2)=[CH:11][CH:10]=1)=[O:6].